This data is from Reaction yield outcomes from USPTO patents with 853,638 reactions. The task is: Predict the reaction yield, written as a fraction of the theoretical maximum amount of product (1.0 means a 100% yield; for example, 0.34 means a 34% yield). The reactants are N(C(OC(C)C)=O)=NC(OC(C)C)=O.[CH2:15](O)[CH2:16][CH2:17][CH2:18][CH2:19][CH2:20][CH2:21][CH2:22][CH2:23][CH3:24].[Cl:26][C:27]1[N:35]=[CH:34][N:33]=[C:32]2[C:28]=1[N:29]=[CH:30][NH:31]2.C1(P(C2C=CC=CC=2)C2C=CC=CC=2)C=CC=CC=1. The catalyst is O1CCCC1. The product is [Cl:26][C:27]1[N:35]=[CH:34][N:33]=[C:32]2[C:28]=1[N:29]=[CH:30][N:31]2[CH2:15][CH2:16][CH2:17][CH2:18][CH2:19][CH2:20][CH2:21][CH2:22][CH2:23][CH3:24]. The yield is 0.960.